The task is: Predict the product of the given reaction.. This data is from Forward reaction prediction with 1.9M reactions from USPTO patents (1976-2016). (1) Given the reactants C(C(CC)CNCC1SC(C2C=C3C(=C(C(N)=O)C=2)NC=C3C2CCN(S(CC)(=O)=O)CC2)=CC=1)C.[CH:37]([C:39]1[S:43][C:42]([B:44]([OH:46])[OH:45])=[CH:41][CH:40]=1)=O.[CH2:47]([O:50][CH2:51][CH2:52][CH2:53][NH2:54])[CH2:48][CH3:49].[BH3-]C#N.[Na+], predict the reaction product. The product is: [CH2:47]([O:50][CH2:51][CH2:52][CH2:53][NH:54][CH2:37][C:39]1[S:43][C:42]([B:44]([OH:46])[OH:45])=[CH:41][CH:40]=1)[CH2:48][CH3:49]. (2) The product is: [CH3:1][O:2][C:3]1[CH:8]=[CH:7][C:6]([N:9]2[C:13]([C:14]3[CH:15]=[C:16]([CH3:22])[CH:17]=[CH:18][C:19]=3[O:20][CH3:21])=[CH:12][C:11]([CH:23]3[CH2:28][CH2:27][N:26]([C:33](=[O:39])[N:50]([OH:51])[CH3:49])[CH2:25][CH2:24]3)=[N:10]2)=[CH:5][CH:4]=1. Given the reactants [CH3:1][O:2][C:3]1[CH:8]=[CH:7][C:6]([N:9]2[C:13]([C:14]3[CH:15]=[C:16]([CH3:22])[CH:17]=[CH:18][C:19]=3[O:20][CH3:21])=[CH:12][C:11]([CH:23]3[CH2:28][CH2:27][NH:26][CH2:25][CH2:24]3)=[N:10]2)=[CH:5][CH:4]=1.ClC(Cl)(O[C:33](=[O:39])OC(Cl)(Cl)Cl)Cl.C(N(CC)CC)C.Cl.[CH3:49][NH:50][OH:51], predict the reaction product.